From a dataset of Full USPTO retrosynthesis dataset with 1.9M reactions from patents (1976-2016). Predict the reactants needed to synthesize the given product. (1) Given the product [CH2:2]([O:9][C:10](=[O:17])[CH2:11][NH:12][C:13](=[O:16])[CH2:14][NH:15][C:23]([O:22][C:18]([CH3:21])([CH3:20])[CH3:19])=[O:24])[C:3]1[CH:4]=[CH:5][CH:6]=[CH:7][CH:8]=1, predict the reactants needed to synthesize it. The reactants are: Cl.[CH2:2]([O:9][C:10](=[O:17])[CH2:11][NH:12][C:13](=[O:16])[CH2:14][NH2:15])[C:3]1[CH:8]=[CH:7][CH:6]=[CH:5][CH:4]=1.[C:18]([O:22][C:23](NCC(O)=O)=[O:24])([CH3:21])([CH3:20])[CH3:19].C1(NC2CCCCC2)CCCCC1.C1(C)C=CC(S(O)(=O)=O)=CC=1.C(OC(=O)CN)C1C=CC=CC=1. (2) Given the product [Br:1][C:2]1[N:6]2[CH:7]=[C:8]([C:15]3[CH:19]=[CH:18][O:17][CH:16]=3)[CH:9]=[C:10]([C:11]([F:12])([F:13])[F:14])[C:5]2=[N:4][C:3]=1[C:20]([N:22]1[CH2:26][CH2:25][CH:24]([C:57]2[CH:56]=[CH:55][CH:54]=[C:53]([F:52])[CH:58]=2)[CH2:23]1)=[O:21], predict the reactants needed to synthesize it. The reactants are: [Br:1][C:2]1[N:6]2[CH:7]=[C:8]([C:15]3[CH:19]=[CH:18][O:17][CH:16]=3)[CH:9]=[C:10]([C:11]([F:14])([F:13])[F:12])[C:5]2=[N:4][C:3]=1[C:20]([N:22]1[CH2:26][CH2:25][CH:24](C2C=CC(F)=CC=2)[CH2:23]1)=[O:21].BrC1N2C=C(Br)C=C(C(F)(F)F)C2=NC=1C(O)=O.[F:52][C:53]1[CH:54]=[C:55](C2CCNC2)[CH:56]=[CH:57][CH:58]=1.O1C=CC(B(O)O)=C1. (3) Given the product [C:1]1([CH2:7][CH2:8][CH2:9][N:10]2[CH2:11][CH:12]3[CH:14]([CH:13]3[C:16]3[CH:17]=[C:18]([NH:22][S:30]([CH3:29])(=[O:32])=[O:31])[CH:19]=[CH:20][CH:21]=3)[CH2:15]2)[CH:2]=[CH:3][CH:4]=[CH:5][CH:6]=1, predict the reactants needed to synthesize it. The reactants are: [C:1]1([CH2:7][CH2:8][CH2:9][N:10]2[CH2:15][CH:14]3[CH:12]([CH:13]3[C:16]3[CH:17]=[C:18]([NH2:22])[CH:19]=[CH:20][CH:21]=3)[CH2:11]2)[CH:6]=[CH:5][CH:4]=[CH:3][CH:2]=1.N1C=CC=CC=1.[CH3:29][S:30](Cl)(=[O:32])=[O:31].